From a dataset of Reaction yield outcomes from USPTO patents with 853,638 reactions. Predict the reaction yield, written as a fraction of the theoretical maximum amount of product (1.0 means a 100% yield; for example, 0.34 means a 34% yield). The reactants are [C:1](OC(OC(C)(C)C)=O)(OC(C)(C)C)=[O:2].[CH:16]([C:19]1[CH:20]=[C:21]([CH:23]=[CH:24][CH:25]=1)[NH2:22])([CH3:18])[CH3:17].[CH3:26][O:27][C:28]1[CH:29]=[C:30]2[C:35](=[CH:36][C:37]=1[O:38][CH3:39])[N:34]=[CH:33][N:32]=[C:31]2[N:40]1[CH2:45][CH2:44][NH:43][CH2:42][CH2:41]1. The catalyst is ClCCl.CN(C1C=CN=CC=1)C. The product is [CH3:26][O:27][C:28]1[CH:29]=[C:30]2[C:35](=[CH:36][C:37]=1[O:38][CH3:39])[N:34]=[CH:33][N:32]=[C:31]2[N:40]1[CH2:41][CH2:42][N:43]([C:1]([NH:22][C:21]2[CH:23]=[CH:24][CH:25]=[C:19]([CH:16]([CH3:18])[CH3:17])[CH:20]=2)=[O:2])[CH2:44][CH2:45]1. The yield is 0.630.